Dataset: NCI-60 drug combinations with 297,098 pairs across 59 cell lines. Task: Regression. Given two drug SMILES strings and cell line genomic features, predict the synergy score measuring deviation from expected non-interaction effect. (1) Drug 1: C(=O)(N)NO. Drug 2: CC(C)CN1C=NC2=C1C3=CC=CC=C3N=C2N. Cell line: SR. Synergy scores: CSS=8.54, Synergy_ZIP=-1.89, Synergy_Bliss=2.69, Synergy_Loewe=2.26, Synergy_HSA=2.76. (2) Drug 1: C1=NC2=C(N=C(N=C2N1C3C(C(C(O3)CO)O)O)F)N. Drug 2: CN1C(=O)N2C=NC(=C2N=N1)C(=O)N. Cell line: K-562. Synergy scores: CSS=8.06, Synergy_ZIP=-3.64, Synergy_Bliss=-1.25, Synergy_Loewe=-1.04, Synergy_HSA=-2.07.